The task is: Predict the reactants needed to synthesize the given product.. This data is from Full USPTO retrosynthesis dataset with 1.9M reactions from patents (1976-2016). (1) Given the product [CH3:11][O:10][C:3]1[CH:4]=[C:5]([CH:8]=[CH:9][C:2]=1[O:18][C:12]1[CH:17]=[CH:16][CH:15]=[CH:14][CH:13]=1)[C:6]#[N:7], predict the reactants needed to synthesize it. The reactants are: F[C:2]1[CH:9]=[CH:8][C:5]([C:6]#[N:7])=[CH:4][C:3]=1[O:10][CH3:11].[C:12]1([OH:18])[CH:17]=[CH:16][CH:15]=[CH:14][CH:13]=1.OC1C=CC=CC=1C=NO.C(=O)([O-])[O-].[Cs+].[Cs+]. (2) Given the product [CH:31]1([NH:34][C:3](=[O:2])[C:4]2[CH:9]=[CH:8][C:7]([N:10]3[CH:14]=[C:13]([C:15]4[C:16]([C:24]5[CH:29]=[CH:28][CH:27]=[CH:26][CH:25]=5)=[N:17][O:18][C:19]=4[C:20]([F:23])([F:22])[F:21])[N:12]=[CH:11]3)=[N:6][CH:5]=2)[CH2:33][CH2:32]1, predict the reactants needed to synthesize it. The reactants are: C[O:2][C:3](=O)[C:4]1[CH:9]=[CH:8][C:7]([N:10]2[CH:14]=[C:13]([C:15]3[C:16]([C:24]4[CH:29]=[CH:28][CH:27]=[CH:26][CH:25]=4)=[N:17][O:18][C:19]=3[C:20]([F:23])([F:22])[F:21])[N:12]=[CH:11]2)=[N:6][CH:5]=1.[CH:31]1([NH2:34])[CH2:33][CH2:32]1.